From a dataset of Catalyst prediction with 721,799 reactions and 888 catalyst types from USPTO. Predict which catalyst facilitates the given reaction. Reactant: [Cl:1][C:2]1[CH:7]=[CH:6][CH:5]=[CH:4][C:3]=1[SH:8].Br[CH2:10][CH2:11][C:12]([O:14]CC)=[O:13].[OH-].[K+].C(O)C. Product: [Cl:1][C:2]1[CH:7]=[CH:6][CH:5]=[CH:4][C:3]=1[S:8][CH2:10][CH2:11][C:12]([OH:14])=[O:13]. The catalyst class is: 6.